Dataset: Full USPTO retrosynthesis dataset with 1.9M reactions from patents (1976-2016). Task: Predict the reactants needed to synthesize the given product. Given the product [CH2:1]([CH:3]1[N:12]([C:13]2[CH:14]=[N:15][N:16]([CH3:32])[CH:17]=2)[C:11]2[N:10]=[C:9]([N:18]3[CH:22]=[CH:21][N:20]=[C:19]3[C:23]3[CH:28]=[CH:27][C:26]([F:29])=[CH:25][CH:24]=3)[N:8]=[CH:7][C:6]=2[N:5]([CH3:30])[C:4]1=[O:31])[CH3:2], predict the reactants needed to synthesize it. The reactants are: [CH2:1]([CH:3]1[N:12]([C:13]2[CH:14]=[N:15][NH:16][CH:17]=2)[C:11]2[N:10]=[C:9]([N:18]3[CH:22]=[CH:21][N:20]=[C:19]3[C:23]3[CH:28]=[CH:27][C:26]([F:29])=[CH:25][CH:24]=3)[N:8]=[CH:7][C:6]=2[N:5]([CH3:30])[C:4]1=[O:31])[CH3:2].[C:32]([O-])([O-])=O.[K+].[K+].